From a dataset of Peptide-MHC class II binding affinity with 134,281 pairs from IEDB. Regression. Given a peptide amino acid sequence and an MHC pseudo amino acid sequence, predict their binding affinity value. This is MHC class II binding data. (1) The peptide sequence is EVVAATPTSLLISWG. The MHC is DRB1_0701 with pseudo-sequence DRB1_0701. The binding affinity (normalized) is 0.243. (2) The peptide sequence is RLATAIAGAWENGVC. The MHC is DRB1_0901 with pseudo-sequence DRB1_0901. The binding affinity (normalized) is 0.177. (3) The peptide sequence is TKCYKLEHPVTGC. The MHC is DRB1_0401 with pseudo-sequence DRB1_0401. The binding affinity (normalized) is 0.622. (4) The peptide sequence is IAIAFLSVSNNYEYI. The MHC is HLA-DPA10103-DPB10401 with pseudo-sequence HLA-DPA10103-DPB10401. The binding affinity (normalized) is 0.591. (5) The peptide sequence is EKKYFAATQFEPLAT. The MHC is HLA-DPA10201-DPB10101 with pseudo-sequence HLA-DPA10201-DPB10101. The binding affinity (normalized) is 0.929. (6) The peptide sequence is LVVGLSFEHYGLSEH. The MHC is DRB1_0101 with pseudo-sequence DRB1_0101. The binding affinity (normalized) is 0.0277. (7) The peptide sequence is TILDNYTQCIKGSPE. The MHC is DRB1_0101 with pseudo-sequence DRB1_0101. The binding affinity (normalized) is 0.413. (8) The MHC is DRB1_0301 with pseudo-sequence DRB1_0301. The binding affinity (normalized) is 0.779. The peptide sequence is KENIKYEVAIFVHGP. (9) The peptide sequence is YFVGKMYFNLIDT. The MHC is DRB5_0101 with pseudo-sequence DRB5_0101. The binding affinity (normalized) is 0.362.